This data is from Forward reaction prediction with 1.9M reactions from USPTO patents (1976-2016). The task is: Predict the product of the given reaction. (1) Given the reactants [F:1][C:2]1[CH:7]=[CH:6][C:5]([C:8]2[C:9]([N:14]3[CH2:19][CH2:18][N:17]([CH2:20][CH2:21][NH:22][CH3:23])[CH2:16][CH2:15]3)=[N:10][CH:11]=[CH:12][N:13]=2)=[CH:4][CH:3]=1.C(N(CC)CC)C.[CH3:31][N:32]1[CH:36]=[C:35]([S:37]([Cl:40])(=[O:39])=[O:38])[N:34]=[CH:33]1, predict the reaction product. The product is: [ClH:40].[F:1][C:2]1[CH:7]=[CH:6][C:5]([C:8]2[C:9]([N:14]3[CH2:15][CH2:16][N:17]([CH2:20][CH2:21][N:22]([CH3:23])[S:37]([C:35]4[N:34]=[CH:33][N:32]([CH3:31])[CH:36]=4)(=[O:39])=[O:38])[CH2:18][CH2:19]3)=[N:10][CH:11]=[CH:12][N:13]=2)=[CH:4][CH:3]=1. (2) Given the reactants C(N(C(C)C)CC)(C)C.FC(F)(F)C(O)=O.[NH2:17][C@@H:18]([CH:79]([CH3:81])[CH3:80])[C:19]([NH:21][C@@H:22]([CH2:72][CH2:73][CH2:74][NH:75][C:76]([NH2:78])=[O:77])[C:23]([NH:25][C:26]1[CH:31]=[CH:30][C:29]([CH2:32][O:33][C:34]2[C:35]3[CH:71]=[CH:70][CH:69]=[CH:68][C:36]=3[C:37]3[C@H:38]([CH2:66][Cl:67])[CH2:39][N:40]([C:43](=[O:65])[CH2:44][CH2:45][CH2:46][C:47]([N:49]4[C:57]5[CH:56]=[C:55]([OH:58])[C:54]6[CH:59]=[CH:60][CH:61]=[CH:62][C:53]=6[C:52]=5[C@H:51]([CH2:63][Cl:64])[CH2:50]4)=[O:48])[C:41]=3[CH:42]=2)=[CH:28][CH:27]=1)=[O:24])=[O:20].[O:82]=[C:83]1[CH:87]=[CH:86][C:85](=[O:88])[N:84]1[CH2:89][CH2:90][CH2:91][CH2:92][CH2:93][C:94](ON1C(=O)CCC1=O)=[O:95].C(Cl)Cl, predict the reaction product. The product is: [Cl:67][CH2:66][C@H:38]1[C:37]2[C:36]3[CH:68]=[CH:69][CH:70]=[CH:71][C:35]=3[C:34]([O:33][CH2:32][C:29]3[CH:30]=[CH:31][C:26]([NH:25][C:23](=[O:24])[C@@H:22]([NH:21][C:19](=[O:20])[C@@H:18]([NH:17][C:94](=[O:95])[CH2:93][CH2:92][CH2:91][CH2:90][CH2:89][N:84]4[C:85](=[O:88])[CH:86]=[CH:87][C:83]4=[O:82])[CH:79]([CH3:81])[CH3:80])[CH2:72][CH2:73][CH2:74][NH:75][C:76]([NH2:78])=[O:77])=[CH:27][CH:28]=3)=[CH:42][C:41]=2[N:40]([C:43](=[O:65])[CH2:44][CH2:45][CH2:46][C:47]([N:49]2[C:57]3[CH:56]=[C:55]([OH:58])[C:54]4[CH:59]=[CH:60][CH:61]=[CH:62][C:53]=4[C:52]=3[C@H:51]([CH2:63][Cl:64])[CH2:50]2)=[O:48])[CH2:39]1. (3) Given the reactants [OH-].[Li+].[CH3:3][C:4]1[N:5]=[C:6]([C:32]2[CH:37]=[CH:36][C:35]([C:38]([F:41])([F:40])[F:39])=[CH:34][CH:33]=2)[S:7][C:8]=1[C:9]([NH:11][CH2:12][CH2:13][C:14]1[CH:31]=[CH:30][C:17]([O:18][CH2:19][C:20]2[CH:29]=[CH:28][CH:27]=[CH:26][C:21]=2[C:22]([O:24]C)=[O:23])=[CH:16][CH:15]=1)=[O:10], predict the reaction product. The product is: [CH3:3][C:4]1[N:5]=[C:6]([C:32]2[CH:37]=[CH:36][C:35]([C:38]([F:41])([F:39])[F:40])=[CH:34][CH:33]=2)[S:7][C:8]=1[C:9]([NH:11][CH2:12][CH2:13][C:14]1[CH:31]=[CH:30][C:17]([O:18][CH2:19][C:20]2[CH:29]=[CH:28][CH:27]=[CH:26][C:21]=2[C:22]([OH:24])=[O:23])=[CH:16][CH:15]=1)=[O:10]. (4) Given the reactants [C:1]([C:3]1[CH:10]=[CH:9][C:6]([CH:7]=O)=[CH:5][CH:4]=1)#[N:2].[NH:11]1[CH2:16][CH2:15][O:14][CH2:13][CH2:12]1.C(O)(=O)C.C([BH3-])#N.[Na+], predict the reaction product. The product is: [N:11]1([CH2:7][C:6]2[CH:9]=[CH:10][C:3]([C:1]#[N:2])=[CH:4][CH:5]=2)[CH2:16][CH2:15][O:14][CH2:13][CH2:12]1. (5) Given the reactants [Cl:1][C:2]1[CH:3]=[C:4]([CH3:25])[C:5]2[N:10]=[C:9]([C:11]3[N:15]([C:16]4[C:21]([Cl:22])=[CH:20][CH:19]=[CH:18][N:17]=4)[N:14]=[CH:13][CH:12]=3)[O:8][C:7](=[O:23])[C:6]=2[CH:24]=1.O.[NH2:27][NH2:28].O1CCCC1, predict the reaction product. The product is: [Cl:1][C:2]1[CH:3]=[C:4]([CH3:25])[C:5]([NH:10][C:9]([C:11]2[N:15]([C:16]3[C:21]([Cl:22])=[CH:20][CH:19]=[CH:18][N:17]=3)[N:14]=[CH:13][CH:12]=2)=[O:8])=[C:6]([C:7]([NH:27][NH2:28])=[O:23])[CH:24]=1. (6) Given the reactants Br[C:2]1[C:14]([NH2:15])=[C:13](Br)[C:5]2[S:6][C:7]3[CH:12]=[CH:11][CH:10]=[CH:9][C:8]=3[C:4]=2[CH:3]=1.[CH3:17][C:18]1(C)[C:22](C)(C)OB(C(C)=C)O1.[CH:29](=O)[C:30]1C=CC=C[CH:31]=1.P([O-])([O-])([O-])=O.[K+].[K+].[K+], predict the reaction product. The product is: [CH2:17]=[C:18]([C:2]1[C:14]([NH2:15])=[C:13]([C:30]([CH3:31])=[CH2:29])[C:5]2[S:6][C:7]3[CH:12]=[CH:11][CH:10]=[CH:9][C:8]=3[C:4]=2[CH:3]=1)[CH3:22]. (7) Given the reactants Br[C:2]1[C:3]([O:11][CH:12]2[CH2:15][CH2:14][CH2:13]2)=[N:4][CH:5]=[C:6]([CH:10]=1)[C:7]([OH:9])=[O:8].C(=O)([O-])[O-].[Cs+].[Cs+].[B-](F)(F)(F)[C:23]1[O:27][CH:26]=[CH:25][CH:24]=1.[K+].C(P(C12CC3CC(CC(C3)C1)C2)C12CC3CC(CC(C3)C1)C2)CCC.Cl, predict the reaction product. The product is: [CH:12]1([O:11][C:3]2[C:2]([C:26]3[O:27][CH:23]=[CH:24][CH:25]=3)=[CH:10][C:6]([C:7]([OH:9])=[O:8])=[CH:5][N:4]=2)[CH2:15][CH2:14][CH2:13]1.